Dataset: Catalyst prediction with 721,799 reactions and 888 catalyst types from USPTO. Task: Predict which catalyst facilitates the given reaction. (1) Reactant: [CH3:1][CH:2]([C@H:4]1[CH2:9][N:8]([C:10]2[CH:15]=[CH:14][C:13]([N+:16]([O-:18])=[O:17])=[C:12]([O:19][CH3:20])[CH:11]=2)[CH2:7][CH2:6][N:5]1C(OC(C)(C)C)=O)[CH3:3].C(O)(C(F)(F)F)=O. Product: [CH3:3][CH:2]([C@@H:4]1[NH:5][CH2:6][CH2:7][N:8]([C:10]2[CH:15]=[CH:14][C:13]([N+:16]([O-:18])=[O:17])=[C:12]([O:19][CH3:20])[CH:11]=2)[CH2:9]1)[CH3:1]. The catalyst class is: 2. (2) Reactant: [CH2:1]([O:3][C:4]([C:6]1[C:15]([N+:16]([O-])=O)=[CH:14][C:13]2[C:8](=[C:9]([O:19][CH3:20])[CH:10]=[CH:11][CH:12]=2)[CH:7]=1)=[O:5])[CH3:2].[H][H]. Product: [CH2:1]([O:3][C:4]([C:6]1[C:15]([NH2:16])=[CH:14][C:13]2[C:8](=[C:9]([O:19][CH3:20])[CH:10]=[CH:11][CH:12]=2)[CH:7]=1)=[O:5])[CH3:2]. The catalyst class is: 50.